From a dataset of Experimental lipophilicity measurements (octanol/water distribution) for 4,200 compounds from AstraZeneca. Regression/Classification. Given a drug SMILES string, predict its absorption, distribution, metabolism, or excretion properties. Task type varies by dataset: regression for continuous measurements (e.g., permeability, clearance, half-life) or binary classification for categorical outcomes (e.g., BBB penetration, CYP inhibition). For this dataset (lipophilicity_astrazeneca), we predict Y. The drug is CCS(=O)(=O)c1ccc(-c2cc(Cl)ccc2OCC(=O)O)c(F)c1. The Y is -0.920 logD.